From a dataset of Aqueous solubility values for 9,982 compounds from the AqSolDB database. Regression/Classification. Given a drug SMILES string, predict its absorption, distribution, metabolism, or excretion properties. Task type varies by dataset: regression for continuous measurements (e.g., permeability, clearance, half-life) or binary classification for categorical outcomes (e.g., BBB penetration, CYP inhibition). For this dataset (solubility_aqsoldb), we predict Y. (1) The Y is -2.64 log mol/L. The molecule is CCCCCCCCO. (2) The molecule is C1=CC(c2ccc(C3CC=CCC3)cc2)CCC1. The Y is -6.59 log mol/L. (3) The compound is COc1ccc2cc(C(C)C(=O)OCCCCN3CCOCC3)ccc2c1. The Y is -3.70 log mol/L. (4) The Y is -2.05 log mol/L. The drug is CC(C)CNCc1ccc(C(=O)c2csc(S(N)(=O)=O)c2)cc1. (5) The Y is -4.23 log mol/L. The molecule is Nc1nc(N)nc(Nc2nc(N)nc(N)n2)n1. (6) The drug is CCCOCCC(=O)OC. The Y is -0.633 log mol/L. (7) The drug is CC[C@H](C)[C@@H](N)C(=O)O. The Y is -0.787 log mol/L. (8) The drug is CC(=O)CC(=O)Nc1ccccc1Cl. The Y is -2.41 log mol/L.